From a dataset of TCR-epitope binding with 47,182 pairs between 192 epitopes and 23,139 TCRs. Binary Classification. Given a T-cell receptor sequence (or CDR3 region) and an epitope sequence, predict whether binding occurs between them. The epitope is SEPVLKGVKL. The TCR CDR3 sequence is CSVPGEASLDPNTEAFF. Result: 1 (the TCR binds to the epitope).